From a dataset of Peptide-MHC class I binding affinity with 185,985 pairs from IEDB/IMGT. Regression. Given a peptide amino acid sequence and an MHC pseudo amino acid sequence, predict their binding affinity value. This is MHC class I binding data. (1) The peptide sequence is LEDGIYGIF. The MHC is HLA-B18:01 with pseudo-sequence HLA-B18:01. The binding affinity (normalized) is 0.559. (2) The peptide sequence is FPHTELANL. The MHC is HLA-B08:01 with pseudo-sequence HLA-B08:01. The binding affinity (normalized) is 0.355. (3) The peptide sequence is AVHGYYIGY. The MHC is HLA-A69:01 with pseudo-sequence HLA-A69:01. The binding affinity (normalized) is 0.0847. (4) The peptide sequence is RRMGGLRKY. The MHC is HLA-B57:01 with pseudo-sequence HLA-B57:01. The binding affinity (normalized) is 0.0847. (5) The peptide sequence is SRPSGDLRQ. The MHC is Mamu-B03 with pseudo-sequence Mamu-B03. The binding affinity (normalized) is 0.184. (6) The peptide sequence is DRLASTVIY. The MHC is HLA-A80:01 with pseudo-sequence HLA-A80:01. The binding affinity (normalized) is 0.0847.